Dataset: Forward reaction prediction with 1.9M reactions from USPTO patents (1976-2016). Task: Predict the product of the given reaction. (1) Given the reactants [BH4-].[Na+].[CH3:3][C:4]1[CH:5]=[C:6]([N:13]2[C:17]([C:18]([F:24])([F:23])[C:19]([F:22])([F:21])[F:20])=[N:16][N:15]=[C:14]2[C:25]([F:31])([F:30])[C:26]([F:29])([F:28])[F:27])[CH:7]=[CH:8][C:9]=1[N+:10]([O-])=O, predict the reaction product. The product is: [F:31][C:25]([F:30])([C:14]1[N:13]([C:6]2[CH:7]=[CH:8][C:9]([NH2:10])=[C:4]([CH3:3])[CH:5]=2)[C:17]([C:18]([F:23])([F:24])[C:19]([F:20])([F:21])[F:22])=[N:16][N:15]=1)[C:26]([F:29])([F:28])[F:27]. (2) Given the reactants [Si]([O:8][C@@H:9]1[C@@H:13]([OH:14])[CH2:12][N:11]([C:15](=[O:43])[CH2:16][O:17][C:18]2[CH:42]=[CH:41][C:21]([CH2:22][NH:23][C:24]([C:26]3[CH:40]=[CH:39][C:29]([CH2:30][NH:31]C(=O)OC(C)(C)C)=[CH:28][CH:27]=3)=[O:25])=[CH:20][CH:19]=2)[CH2:10]1)(C(C)(C)C)(C)C.Cl, predict the reaction product. The product is: [NH2:31][CH2:30][C:29]1[CH:39]=[CH:40][C:26]([C:24]([NH:23][CH2:22][C:21]2[CH:20]=[CH:19][C:18]([O:17][CH2:16][C:15]([N:11]3[CH2:12][C@H:13]([OH:14])[C@@H:9]([OH:8])[CH2:10]3)=[O:43])=[CH:42][CH:41]=2)=[O:25])=[CH:27][CH:28]=1.